From a dataset of Catalyst prediction with 721,799 reactions and 888 catalyst types from USPTO. Predict which catalyst facilitates the given reaction. (1) Reactant: [Cl:1][C:2]1[CH:12]=[C:11]([Cl:13])[CH:10]=[CH:9][C:3]=1[O:4][CH2:5][C:6]([OH:8])=O.Cl.C(N=C=NCCCN(C)C)C.O.ON1C2C=CC=CC=2N=N1.[CH3:37][O:38][C:39]1[CH:40]=[C:41]2[C:46](=[CH:47][C:48]=1[O:49][CH3:50])[N:45]=[CH:44][CH:43]=[C:42]2[O:51][C:52]1[CH:58]=[CH:57][C:55]([NH2:56])=[CH:54][CH:53]=1.C(=O)([O-])O.[Na+]. Product: [CH3:37][O:38][C:39]1[CH:40]=[C:41]2[C:46](=[CH:47][C:48]=1[O:49][CH3:50])[N:45]=[CH:44][CH:43]=[C:42]2[O:51][C:52]1[CH:53]=[CH:54][C:55]([NH:56][C:6](=[O:8])[CH2:5][O:4][C:3]2[CH:9]=[CH:10][C:11]([Cl:13])=[CH:12][C:2]=2[Cl:1])=[CH:57][CH:58]=1. The catalyst class is: 22. (2) Reactant: B.O1CC[CH2:4][CH2:3]1.O1CCCC1.ClC1C=CC([C@H]2N3C(SC(C(N4[CH2:47][C@H:46](F)[CH2:45][C@H:33]4[C:34]([N:36]4[CH2:43][C:40]5([CH2:42][CH2:41]5)[NH:39][CH2:38][C@@H:37]4C)=O)=O)=C3C(C)C)=N[C@]2(C2C=NC(Cl)=CC=2)C)=CC=1F.CO. Product: [CH2:34]([N:36]1[CH2:43][C:40]2([CH2:41][CH2:42]2)[NH:39][CH2:38][CH2:37]1)[C:33]1[CH:45]=[CH:46][CH:47]=[CH:4][CH:3]=1. The catalyst class is: 13.